From a dataset of Forward reaction prediction with 1.9M reactions from USPTO patents (1976-2016). Predict the product of the given reaction. (1) Given the reactants Cl[C:2]1[C:7]([C:8](OC)=[O:9])=[CH:6][N:5]=[C:4]([Cl:12])[C:3]=1[F:13].O.[NH2:15][NH2:16], predict the reaction product. The product is: [Cl:12][C:4]1[N:5]=[CH:6][C:7]2[C:8](=[O:9])[NH:15][NH:16][C:2]=2[C:3]=1[F:13]. (2) Given the reactants [CH3:1][O:2][C:3]1[N:4]=[C:5]([C:13]2[CH:18]=[CH:17][CH:16]=[CH:15][CH:14]=2)[S:6][C:7]=1[C:8]([O:10]CC)=[O:9].[OH-].[Na+], predict the reaction product. The product is: [CH3:1][O:2][C:3]1[N:4]=[C:5]([C:13]2[CH:18]=[CH:17][CH:16]=[CH:15][CH:14]=2)[S:6][C:7]=1[C:8]([OH:10])=[O:9]. (3) Given the reactants [CH3:1][N:2]1[C:6]([CH3:7])=[CH:5][C:4]([NH:8][C:9](=[O:23])[C:10]2[CH:15]=[C:14]([O:16][C@@H:17]([CH3:21])[CH2:18][O:19][CH3:20])[CH:13]=[C:12]([OH:22])[CH:11]=2)=[N:3]1.C(=O)([O-])[O-].[K+].[K+].[N:30]1([C:34]([C:36]2[CH:37]=[C:38]([Cl:43])[C:39](Cl)=[N:40][CH:41]=2)=[O:35])[CH2:33][CH2:32][CH2:31]1, predict the reaction product. The product is: [N:30]1([C:34]([C:36]2[CH:37]=[C:38]([Cl:43])[C:39]([O:22][C:12]3[CH:11]=[C:10]([CH:15]=[C:14]([O:16][C@@H:17]([CH3:21])[CH2:18][O:19][CH3:20])[CH:13]=3)[C:9]([NH:8][C:4]3[CH:5]=[C:6]([CH3:7])[N:2]([CH3:1])[N:3]=3)=[O:23])=[N:40][CH:41]=2)=[O:35])[CH2:33][CH2:32][CH2:31]1. (4) Given the reactants [Cl:1][C:2]1[C:10]2[N:9]=[C:8]3[N:11]([C:15]4[CH:20]=[CH:19][C:18]([Cl:21])=[CH:17][C:16]=4[Cl:22])[CH2:12][CH2:13][CH2:14][N:7]3[C:6]=2[C:5]([CH:23]([OH:26])[CH2:24][CH3:25])=[CH:4][CH:3]=1.[C:27](OC(=O)C)(=[O:29])[CH3:28], predict the reaction product. The product is: [C:27]([O:26][CH:23]([C:5]1[C:6]2[N:7]3[CH2:14][CH2:13][CH2:12][N:11]([C:15]4[CH:20]=[CH:19][C:18]([Cl:21])=[CH:17][C:16]=4[Cl:22])[C:8]3=[N:9][C:10]=2[C:2]([Cl:1])=[CH:3][CH:4]=1)[CH2:24][CH3:25])(=[O:29])[CH3:28]. (5) Given the reactants [NH2:1][C:2]1[N:7]=[C:6]([SH:8])[N:5]=[C:4]([OH:9])[C:3]=1[CH2:10][C:11]1([CH2:16][CH3:17])OCCO1.C1COCC1.Cl.N1C=CC=NC=1, predict the reaction product. The product is: [CH2:16]([C:11]1[NH:1][C:2]2[N:7]=[C:6]([SH:8])[N:5]=[C:4]([OH:9])[C:3]=2[CH:10]=1)[CH3:17]. (6) Given the reactants C[O:2][C:3](=[O:16])[C:4]1[CH:9]=[C:8]([F:10])[CH:7]=[C:6]([C:11]([C:14]#[N:15])([CH3:13])[CH3:12])[CH:5]=1.[OH-].[Li+], predict the reaction product. The product is: [C:14]([C:11]([CH3:13])([CH3:12])[C:6]1[CH:5]=[C:4]([CH:9]=[C:8]([F:10])[CH:7]=1)[C:3]([OH:16])=[O:2])#[N:15].